This data is from Forward reaction prediction with 1.9M reactions from USPTO patents (1976-2016). The task is: Predict the product of the given reaction. Given the reactants [F:1][C:2]([F:15])([F:14])[CH2:3][N:4]1[C:8]2[C:9]([NH2:13])=[CH:10][CH:11]=[CH:12][C:7]=2[N:6]=[CH:5]1.[CH:16]([O:19][C:20]1[CH:25]=[CH:24][C:23]([S:26]([CH3:29])(=[O:28])=[O:27])=[CH:22][C:21]=1[N:30]=[C:31]=[S:32])([CH3:18])[CH3:17].CC1N(C)C2C(NC(=S)NC3C=C(S(N)(=O)=O)C=CC=3OC(C)C)=CC=CC=2N=1, predict the reaction product. The product is: [CH:16]([O:19][C:20]1[CH:25]=[CH:24][C:23]([S:26]([CH3:29])(=[O:28])=[O:27])=[CH:22][C:21]=1[NH:30][C:31]([NH:13][C:9]1[C:8]2[N:4]([CH2:3][C:2]([F:1])([F:14])[F:15])[CH:5]=[N:6][C:7]=2[CH:12]=[CH:11][CH:10]=1)=[S:32])([CH3:18])[CH3:17].